Dataset: Full USPTO retrosynthesis dataset with 1.9M reactions from patents (1976-2016). Task: Predict the reactants needed to synthesize the given product. (1) Given the product [Br:7][C:8]1[CH:13]=[CH:12][C:11]([S:14]([NH:5][CH2:4][CH2:3][N:2]([CH3:6])[CH3:1])(=[O:16])=[O:15])=[CH:10][CH:9]=1, predict the reactants needed to synthesize it. The reactants are: [CH3:1][N:2]([CH3:6])[CH2:3][CH2:4][NH2:5].[Br:7][C:8]1[CH:13]=[CH:12][C:11]([S:14](Cl)(=[O:16])=[O:15])=[CH:10][CH:9]=1. (2) Given the product [Cl:18][C:6]1[C:5]2[C:10](=[CH:11][CH:12]=[C:3]([C:2]([F:15])([F:14])[F:1])[CH:4]=2)[N:9]=[N:8][CH:7]=1, predict the reactants needed to synthesize it. The reactants are: [F:1][C:2]([F:15])([F:14])[C:3]1[CH:4]=[C:5]2[C:10](=[CH:11][CH:12]=1)[N:9]=[N:8][CH:7]=[C:6]2O.P(Cl)(Cl)([Cl:18])=O. (3) Given the product [CH2:1]([O:3][C:4]([C:6]1[O:7][C:8]2[CH:15]=[CH:14][CH:13]=[C:12]([CH:24]=[CH2:25])[C:9]=2[C:10]=1[CH3:11])=[O:5])[CH3:2], predict the reactants needed to synthesize it. The reactants are: [CH2:1]([O:3][C:4]([C:6]1[O:7][C:8]2[CH:15]=[CH:14][CH:13]=[C:12](OS(C(F)(F)F)(=O)=O)[C:9]=2[C:10]=1[CH3:11])=[O:5])[CH3:2].[CH:24]([Sn](CCCC)(CCCC)CCCC)=[CH2:25].[Cl-].[Li+]. (4) Given the product [O:3]1[C:7]2[CH:8]=[CH:9][C:10]([C:12]3[NH:13][C:14]4[N:15]([N:19]=[CH:20][C:21]=4[C:22]4[O:23][C:26]([CH3:27])=[CH:25][N:24]=4)[C:16](=[O:18])[CH:17]=3)=[CH:11][C:6]=2[O:5][CH2:4]1, predict the reactants needed to synthesize it. The reactants are: [H-].[Na+].[O:3]1[C:7]2[CH:8]=[CH:9][C:10]([C:12]3[NH:13][C:14]4[N:15]([N:19]=[CH:20][C:21]=4[C:22]([NH:24][CH2:25][C:26]#[CH:27])=[O:23])[C:16](=[O:18])[CH:17]=3)=[CH:11][C:6]=2[O:5][CH2:4]1. (5) Given the product [CH2:1]([N:3]1[CH2:8][CH2:7][C:6](=[CH:9][C:10]2[CH:40]=[CH:39][C:13]([C:14]([NH:16][C@H:17]3[C@H:22]4[C@@H:18]3[O:19][C:20]3[CH:26]=[CH:25][C:24]([O:27][C:28]5[C:37]6[CH2:36][CH2:35][C:34](=[O:38])[NH:33][C:32]=6[N:31]=[CH:30][CH:29]=5)=[CH:23][C:21]=34)=[O:15])=[CH:12][C:11]=2[C:41]([F:44])([F:43])[F:42])[CH2:5][CH2:4]1)[CH3:2], predict the reactants needed to synthesize it. The reactants are: [CH2:1]([N:3]1[CH2:8][CH2:7][CH:6]([CH2:9][C:10]2[CH:40]=[CH:39][C:13]([C:14]([NH:16][C@H:17]3[C@H:22]4[C@@H:18]3[O:19][C:20]3[CH:26]=[CH:25][C:24]([O:27][C:28]5[C:37]6[CH2:36][CH2:35][C:34](=[O:38])[NH:33][C:32]=6[N:31]=[CH:30][CH:29]=5)=[CH:23][C:21]=34)=[O:15])=[CH:12][C:11]=2[C:41]([F:44])([F:43])[F:42])[CH2:5][CH2:4]1)[CH3:2].N[C@H]1[C@H]2[C@@H]1OC1C=CC(OC3C=CN=C4C=3CCC(=O)N4)=CC=12.CN(C(ON1N=NC2C=CC=NC1=2)=[N+](C)C)C.F[P-](F)(F)(F)(F)F.CCN(C(C)C)C(C)C. (6) Given the product [ClH:44].[NH2:36][CH:25]([CH2:24][CH2:23][CH2:22][C:19]1[CH:20]=[CH:21][C:16]([S:15][C:11]2[CH:12]=[CH:13][CH:14]=[C:9]([O:8][CH2:1][C:2]3[CH:7]=[CH:6][CH:5]=[CH:4][CH:3]=3)[CH:10]=2)=[CH:17][C:18]=1[Cl:44])[CH:26]=[CH:27][P:28](=[O:35])([O:32][CH2:33][CH3:34])[O:29][CH2:30][CH3:31], predict the reactants needed to synthesize it. The reactants are: [CH2:1]([O:8][C:9]1[CH:10]=[C:11]([S:15][C:16]2[CH:21]=[CH:20][C:19]([CH2:22][CH2:23][CH2:24][CH:25]([NH:36]C(OC(C)(C)C)=O)[CH:26]=[CH:27][P:28](=[O:35])([O:32][CH2:33][CH3:34])[O:29][CH2:30][CH3:31])=[C:18]([Cl:44])[CH:17]=2)[CH:12]=[CH:13][CH:14]=1)[C:2]1[CH:7]=[CH:6][CH:5]=[CH:4][CH:3]=1.Cl.